Predict the reaction yield, written as a fraction of the theoretical maximum amount of product (1.0 means a 100% yield; for example, 0.34 means a 34% yield). From a dataset of Reaction yield outcomes from USPTO patents with 853,638 reactions. The reactants are [CH3:1][C:2]1[CH:10]=[CH:9][C:5]([C:6]([OH:8])=O)=[CH:4][N:3]=1.CCN=C=NCCCN(C)C.Cl.C1C=CC2N(O)N=NC=2C=1.[F:33][C:34]([F:57])([F:56])[C:35]1[CH:36]=[CH:37][C:38]([O:41][C:42]2[CH:43]=[C:44]([CH:48]=[C:49]3[CH2:54][CH2:53][CH:52]([NH2:55])[CH2:51][CH2:50]3)[CH:45]=[CH:46][CH:47]=2)=[N:39][CH:40]=1.CN1CCOCC1. The catalyst is CN(C=O)C. The product is [CH3:1][C:2]1[N:3]=[CH:4][C:5]([C:6]([NH:55][CH:52]2[CH2:53][CH2:54][C:49](=[CH:48][C:44]3[CH:45]=[CH:46][CH:47]=[C:42]([O:41][C:38]4[CH:37]=[CH:36][C:35]([C:34]([F:57])([F:33])[F:56])=[CH:40][N:39]=4)[CH:43]=3)[CH2:50][CH2:51]2)=[O:8])=[CH:9][CH:10]=1. The yield is 0.810.